From a dataset of Forward reaction prediction with 1.9M reactions from USPTO patents (1976-2016). Predict the product of the given reaction. The product is: [C:37]1([CH:13]2[O:18][C:17](=[O:19])[NH:16][CH2:15][CH2:14]2)[CH:38]=[CH:39][CH:40]=[CH:41][CH:42]=1. Given the reactants IC1C=CN(C)C(=O)C=1.OC(C)(C)C[C@@:13]1([C:37]2[CH:42]=[CH:41][CH:40]=[CH:39][CH:38]=2)[O:18][C:17](=[O:19])[N:16]([C@H](C2C=CC(B3OC(C)(C)C(C)(C)O3)=CC=2)C)[CH2:15][CH2:14]1.C([O-])([O-])=O.[Cs+].[Cs+], predict the reaction product.